Dataset: Reaction yield outcomes from USPTO patents with 853,638 reactions. Task: Predict the reaction yield, written as a fraction of the theoretical maximum amount of product (1.0 means a 100% yield; for example, 0.34 means a 34% yield). (1) The reactants are [N:1]1([C:7]2[C:12]([CH2:13][NH2:14])=[CH:11][CH:10]=[C:9]([C:15]([F:18])([F:17])[F:16])[N:8]=2)[CH2:6][CH2:5][CH2:4][CH2:3][CH2:2]1.C1N=CN([C:24]([N:26]2C=N[CH:28]=[CH:27]2)=[O:25])C=1.NC1C2[O:38][CH2:39][C:40](=[O:42])[NH:41][C:36]=2[CH:35]=[CH:34][CH:33]=1. The catalyst is C1COCC1.CN(C=O)C. The product is [O:42]=[C:40]1[NH:41][C:36]2[CH:35]=[CH:34][CH:33]=[C:27]([NH:26][C:24]([NH:14][CH2:13][C:12]3[C:7]([N:1]4[CH2:2][CH2:3][CH2:4][CH2:5][CH2:6]4)=[N:8][C:9]([C:15]([F:18])([F:16])[F:17])=[CH:10][CH:11]=3)=[O:25])[C:28]=2[O:38][CH2:39]1. The yield is 0.130. (2) The reactants are [F:1][C:2]1[CH:7]=[CH:6][C:5]([C:8]2[C:13]([C:14]3[CH:19]=[CH:18][N:17]=[CH:16][CH:15]=3)=[C:12]([C:20]3[CH:25]=[CH:24][C:23]([F:26])=[CH:22][CH:21]=3)[N:11]=[C:10]3[O:27][C:28]([C:30](Cl)=[O:31])=[CH:29][C:9]=23)=[CH:4][CH:3]=1.[CH3:33][O:34][CH2:35][CH2:36][NH2:37]. The product is [CH3:33][O:34][CH2:35][CH2:36][NH:37][C:30]([C:28]1[O:27][C:10]2=[N:11][C:12]([C:20]3[CH:25]=[CH:24][C:23]([F:26])=[CH:22][CH:21]=3)=[C:13]([C:14]3[CH:19]=[CH:18][N:17]=[CH:16][CH:15]=3)[C:8]([C:5]3[CH:6]=[CH:7][C:2]([F:1])=[CH:3][CH:4]=3)=[C:9]2[CH:29]=1)=[O:31]. The yield is 0.880. The catalyst is C(Cl)Cl. (3) The reactants are [CH2:1]1[O:5][C:4]2[CH:6]=[C:7]([OH:10])[CH:8]=[CH:9][C:3]=2[O:2]1.C([Mg]Cl)(C)C.[Br:16][C:17]1[CH:18]=[CH:19][CH:20]=[C:21]2[C:25]=1[NH:24][C:23](=[O:26])[C:22]2=[O:27]. The catalyst is O1CCCC1.[Cl-].[NH4+].C(OCC)(=O)C. The product is [Br:16][C:17]1[CH:18]=[CH:19][CH:20]=[C:21]2[C:25]=1[NH:24][C:23](=[O:26])[C:22]2([OH:27])[C:8]1[C:7]([OH:10])=[CH:6][C:4]2[O:5][CH2:1][O:2][C:3]=2[CH:9]=1. The yield is 0.770. (4) The reactants are [NH2:1][C:2]1[CH:7]=[CH:6][C:5]([CH:8]([CH2:11][OH:12])[CH2:9][OH:10])=[CH:4][CH:3]=1.[CH2:13]1[CH2:17]OC[CH2:14]1.O.[C:19]([O-:22])([O-])=[O:20].[Na+].[Na+].[CH3:25]COC(C)=O. The catalyst is [Cl-].[Na+].O. The product is [C:13]([O:22][C:19](=[O:20])[NH:1][C:2]1[CH:3]=[CH:4][C:5]([CH:8]([CH2:11][OH:12])[CH2:9][OH:10])=[CH:6][CH:7]=1)([CH3:14])([CH3:17])[CH3:25]. The yield is 0.470. (5) The reactants are [F:1][C:2]1[CH:3]=[CH:4][C:5]([C:25]([F:28])([F:27])[F:26])=[C:6]([C@H:8]2[CH2:12][CH2:11][CH2:10][N:9]2[C:13]2[CH:18]=[CH:17][N:16]3[N:19]=[CH:20][C:21]([C:22]([OH:24])=O)=[C:15]3[N:14]=2)[CH:7]=1.[NH2:29][CH2:30][C@@H:31]([OH:34])[CH2:32][OH:33]. No catalyst specified. The product is [OH:34][C@@H:31]([CH2:32][OH:33])[CH2:30][NH:29][C:22]([C:21]1[CH:20]=[N:19][N:16]2[CH:17]=[CH:18][C:13]([N:9]3[CH2:10][CH2:11][CH2:12][C@@H:8]3[C:6]3[CH:7]=[C:2]([F:1])[CH:3]=[CH:4][C:5]=3[C:25]([F:27])([F:28])[F:26])=[N:14][C:15]=12)=[O:24]. The yield is 0.730. (6) The reactants are C(O[C:24]1[CH:60]=[CH:59][C:27]([CH:28](O)[C:29]2[CH:34]=[CH:33][C:32]([O:35][CH2:36][CH2:37][CH2:38][CH2:39][CH2:40][CH2:41][CH2:42][CH2:43][CH2:44][CH2:45][CH2:46][CH2:47][CH2:48][CH2:49][CH2:50][CH2:51][CH2:52][CH2:53][CH2:54][CH2:55][CH2:56][CH3:57])=[CH:31][CH:30]=2)=[CH:26][CH:25]=1)CCCCCCCCCCCCCCCCCCCCC.[C:61]([NH2:78])([O:63][CH2:64][CH:65]1[C:77]2[C:72](=[CH:73][CH:74]=[CH:75][CH:76]=2)[C:71]2[C:66]1=[CH:67][CH:68]=[CH:69][CH:70]=2)=[O:62].[CH3:79]S(O)(=O)=O.[CH:84](O)([C:91]1[CH:96]=[CH:95][CH:94]=[CH:93][CH:92]=1)[C:85]1[CH:90]=[CH:89][CH:88]=[CH:87][CH:86]=1.[C:98](=[O:101])([O-])O.[Na+].[C:103]1([CH3:109])[CH:108]=[CH:107][CH:106]=[CH:105][CH:104]=1. No catalyst specified. The product is [C:61]([NH:78][CH:28]([C:29]1[CH:30]=[CH:31][C:32]([O:35][CH2:36][CH2:37][CH2:38][CH2:39][CH2:40][CH2:41][CH2:42][CH2:43][CH2:44][CH2:45][CH2:46][CH2:47][CH2:48][CH2:49][CH2:50][CH2:51][CH2:52][CH2:53][CH2:54][CH2:55][CH2:56][CH3:57])=[CH:33][CH:34]=1)[C:27]1[CH:59]=[CH:60][C:24]([O:101][CH2:98][CH2:79][CH2:104][CH2:105][CH2:106][CH2:107][CH2:108][CH2:103][CH2:109][CH2:92][CH2:93][CH2:94][CH2:95][CH2:96][CH2:91][CH2:84][CH2:85][CH2:90][CH2:89][CH2:88][CH2:87][CH3:86])=[CH:25][CH:26]=1)([O:63][CH2:64][CH:65]1[C:77]2[C:72](=[CH:73][CH:74]=[CH:75][CH:76]=2)[C:71]2[C:66]1=[CH:67][CH:68]=[CH:69][CH:70]=2)=[O:62]. The yield is 0.600.